This data is from NCI-60 drug combinations with 297,098 pairs across 59 cell lines. The task is: Regression. Given two drug SMILES strings and cell line genomic features, predict the synergy score measuring deviation from expected non-interaction effect. (1) Drug 1: CC12CCC(CC1=CCC3C2CCC4(C3CC=C4C5=CN=CC=C5)C)O. Drug 2: CC12CCC3C(C1CCC2OP(=O)(O)O)CCC4=C3C=CC(=C4)OC(=O)N(CCCl)CCCl.[Na+]. Cell line: SK-MEL-28. Synergy scores: CSS=9.28, Synergy_ZIP=6.94, Synergy_Bliss=5.65, Synergy_Loewe=2.41, Synergy_HSA=3.99. (2) Drug 1: CN(C(=O)NC(C=O)C(C(C(CO)O)O)O)N=O. Drug 2: C1CCC(C(C1)N)N.C(=O)(C(=O)[O-])[O-].[Pt+4]. Cell line: T-47D. Synergy scores: CSS=-11.3, Synergy_ZIP=-1.30, Synergy_Bliss=-9.23, Synergy_Loewe=-22.3, Synergy_HSA=-16.5.